Dataset: Reaction yield outcomes from USPTO patents with 853,638 reactions. Task: Predict the reaction yield, written as a fraction of the theoretical maximum amount of product (1.0 means a 100% yield; for example, 0.34 means a 34% yield). The reactants are [C:1]([O:5][C:6](=[O:20])[CH2:7][C@H:8]([CH2:12][C@H:13]([CH3:19])[CH2:14][CH2:15][CH2:16][CH2:17][CH3:18])[C:9](O)=[O:10])([CH3:4])([CH3:3])[CH3:2]. The catalyst is C1COCC1. The product is [C:1]([O:5][C:6](=[O:20])[CH2:7][C@@H:8]([CH2:9][OH:10])[CH2:12][C@H:13]([CH3:19])[CH2:14][CH2:15][CH2:16][CH2:17][CH3:18])([CH3:2])([CH3:4])[CH3:3]. The yield is 0.680.